This data is from Forward reaction prediction with 1.9M reactions from USPTO patents (1976-2016). The task is: Predict the product of the given reaction. (1) Given the reactants C([Li])CCC.C(N[CH:10]([CH3:12])[CH3:11])(C)C.[Br:13][C:14]1C=C[C:17]2[O:18][C:19]([F:22])([F:21])[O:20][C:16]=2[CH:15]=1.CI.Cl, predict the reaction product. The product is: [Br:13][C:14]1[CH:15]=[CH:16][C:17]2[O:18][C:19]([F:22])([F:21])[O:20][C:12]=2[C:10]=1[CH3:11]. (2) Given the reactants [F:1][C:2]1[CH:7]=[C:6]([F:8])[CH:5]=[CH:4][C:3]=1[NH:9][C:10]([NH:12][C:13]1[CH:18]=[CH:17][C:16]([O:19][C:20]2[CH:25]=[CH:24][N:23]=[C:22]3[CH:26]=[C:27]([C:29]4[N:30]([CH3:40])[C:31]([CH2:34][NH:35][CH2:36][CH2:37][O:38][CH3:39])=[CH:32][N:33]=4)[S:28][C:21]=23)=[C:15]([F:41])[CH:14]=1)=[O:11].[C:42]([O:46][C:47]([NH:49][C@@H:50]([CH:54]([CH3:56])[CH3:55])[C:51](O)=[O:52])=[O:48])([CH3:45])([CH3:44])[CH3:43].CCN(C(C)C)C(C)C.CN(C(ON1N=NC2C=CC=NC1=2)=[N+](C)C)C.F[P-](F)(F)(F)(F)F, predict the reaction product. The product is: [F:1][C:2]1[CH:7]=[C:6]([F:8])[CH:5]=[CH:4][C:3]=1[NH:9][C:10](=[O:11])[NH:12][C:13]1[CH:18]=[CH:17][C:16]([O:19][C:20]2[CH:25]=[CH:24][N:23]=[C:22]3[CH:26]=[C:27]([C:29]4[N:30]([CH3:40])[C:31]([CH2:34][N:35]([CH2:36][CH2:37][O:38][CH3:39])[C:51](=[O:52])[C@@H:50]([NH:49][C:47](=[O:48])[O:46][C:42]([CH3:45])([CH3:44])[CH3:43])[CH:54]([CH3:56])[CH3:55])=[CH:32][N:33]=4)[S:28][C:21]=23)=[C:15]([F:41])[CH:14]=1. (3) Given the reactants [CH3:1][N:2]1[C:6]([NH2:7])=[N:5][N:4]=[N:3]1.[H-].[Na+].[F:10][C:11]([F:47])([F:46])[C:12]1[CH:13]=[CH:14][C:15]([O:18][C:19]2[CH:20]=[C:21]([CH:25]3[CH2:28][C:27]4([CH2:33][CH2:32][N:31]([C:34](OC5C=CC([N+]([O-])=O)=CC=5)=[O:35])[CH2:30][CH2:29]4)[CH2:26]3)[CH:22]=[CH:23][CH:24]=2)=[N:16][CH:17]=1, predict the reaction product. The product is: [CH3:1][N:2]1[C:6]([NH:7][C:34]([N:31]2[CH2:32][CH2:33][C:27]3([CH2:26][CH:25]([C:21]4[CH:22]=[CH:23][CH:24]=[C:19]([O:18][C:15]5[CH:14]=[CH:13][C:12]([C:11]([F:10])([F:46])[F:47])=[CH:17][N:16]=5)[CH:20]=4)[CH2:28]3)[CH2:29][CH2:30]2)=[O:35])=[N:5][N:4]=[N:3]1. (4) Given the reactants [CH3:1][C:2]1[CH:3]=[N:4][C:5]2[N:6]([N:8]=[C:9]([CH:11]=O)[N:10]=2)[CH:7]=1.CC1C=C(C)N2N=C(C=O)N=C2N=1.[CH:26]1([C:31]2([CH2:39][CH2:40][C:41]3[CH:46]=[CH:45][C:44]([O:47][CH3:48])=[CH:43][C:42]=3[O:49][CH3:50])[O:36][C:35](=[O:37])[CH:34]=[C:33]([OH:38])[CH2:32]2)[CH2:30][CH2:29][CH2:28][CH2:27]1.ClC1C=C(CCC2(C3CCCC3)OC(=O)CC(=O)C2)C=C(CC)C=1OC, predict the reaction product. The product is: [CH:26]1([C:31]2([CH2:39][CH2:40][C:41]3[CH:46]=[CH:45][C:44]([O:47][CH3:48])=[CH:43][C:42]=3[O:49][CH3:50])[O:36][C:35](=[O:37])[C:34]([CH2:11][C:9]3[N:10]=[C:5]4[N:4]=[CH:3][C:2]([CH3:1])=[CH:7][N:6]4[N:8]=3)=[C:33]([OH:38])[CH2:32]2)[CH2:30][CH2:29][CH2:28][CH2:27]1. (5) Given the reactants [N:1]1[CH:6]=[CH:5][C:4]([C:7]2[CH:12]=[C:11]([C:13]([F:16])([F:15])[F:14])[CH:10]=[CH:9][C:8]=2[OH:17])=[CH:3][N:2]=1.[CH3:18][O:19][C:20]1[CH:43]=[C:42]([O:44][CH3:45])[CH:41]=[CH:40][C:21]=1[CH2:22][N:23]([C:35]1[S:39][N:38]=[CH:37][N:36]=1)[S:24]([C:27]1[CH:32]=[C:31]([I:33])[C:30](F)=[CH:29][CH:28]=1)(=[O:26])=[O:25], predict the reaction product. The product is: [CH3:18][O:19][C:20]1[CH:43]=[C:42]([O:44][CH3:45])[CH:41]=[CH:40][C:21]=1[CH2:22][N:23]([C:35]1[S:39][N:38]=[CH:37][N:36]=1)[S:24]([C:27]1[CH:28]=[CH:29][C:30]([O:17][C:8]2[CH:9]=[CH:10][C:11]([C:13]([F:15])([F:16])[F:14])=[CH:12][C:7]=2[C:4]2[CH:5]=[CH:6][N:1]=[N:2][CH:3]=2)=[C:31]([I:33])[CH:32]=1)(=[O:25])=[O:26]. (6) The product is: [C:1]([SiH2:5][O:6][C:7]([CH3:15])([CH3:14])[C@H:8]1[O:12][C:11]2=[N:13][C:16](=[O:19])[CH:17]=[CH:18][N:10]2[CH2:9]1)([CH3:4])([CH3:2])[CH3:3]. Given the reactants [C:1]([SiH2:5][O:6][C:7]([CH3:15])([CH3:14])[C@H:8]1[O:12][C:11]([NH2:13])=[N:10][CH2:9]1)([CH3:4])([CH3:3])[CH3:2].[C:16](OCC)(=[O:19])[C:17]#[CH:18], predict the reaction product. (7) Given the reactants Cl.[Cl:2][C:3]1[C:11]2[C:6](=[CH:7][CH:8]=[C:9]([O:12][CH3:13])[CH:10]=2)[N:5]([C:14]2[CH:27]=[CH:26][C:17]([CH2:18][NH:19][C:20]([C:22]3([NH2:25])[CH2:24][CH2:23]3)=[O:21])=[CH:16][CH:15]=2)[C:4]=1[C:28]1[O:32][N:31]=[C:30]([CH3:33])[N:29]=1.[F:34][C:35]([F:46])([F:45])[C:36]1[CH:37]=[N:38][CH:39]=[C:40]([CH:44]=1)[C:41](O)=[O:42], predict the reaction product. The product is: [Cl:2][C:3]1[C:11]2[C:6](=[CH:7][CH:8]=[C:9]([O:12][CH3:13])[CH:10]=2)[N:5]([C:14]2[CH:27]=[CH:26][C:17]([CH2:18][NH:19][C:20]([C:22]3([NH:25][C:41](=[O:42])[C:40]4[CH:44]=[C:36]([C:35]([F:46])([F:34])[F:45])[CH:37]=[N:38][CH:39]=4)[CH2:23][CH2:24]3)=[O:21])=[CH:16][CH:15]=2)[C:4]=1[C:28]1[O:32][N:31]=[C:30]([CH3:33])[N:29]=1. (8) Given the reactants [CH3:24][NH:23][S:20]([C:17]1[CH:18]=[CH:19][C:14]([S:13][S:13][C:14]2[CH:19]=[CH:18][C:17]([S:20]([NH:23][CH3:24])(=[O:22])=[O:21])=[CH:16][C:15]=2[N+:25]([O-])=O)=[C:15]([N+:25]([O-])=O)[CH:16]=1)(=[O:21])=[O:22].O.O.[Sn](Cl)(Cl)(Cl)Cl.[C:38](#N)[CH2:39][C:40]#[N:41], predict the reaction product. The product is: [CH3:24][NH:23][S:20]([C:17]1[CH:18]=[CH:19][C:14]2[S:13][C:38]([CH2:39][C:40]#[N:41])=[N:25][C:15]=2[CH:16]=1)(=[O:21])=[O:22]. (9) Given the reactants [F:1][CH2:2][O:3][C:4]1[CH:9]=[CH:8][C:7]([CH2:10]O)=[CH:6][C:5]=1[C:12]([F:15])([F:14])[F:13].S(Cl)([Cl:18])=O, predict the reaction product. The product is: [Cl:18][CH2:10][C:7]1[CH:8]=[CH:9][C:4]([O:3][CH2:2][F:1])=[C:5]([C:12]([F:15])([F:14])[F:13])[CH:6]=1. (10) Given the reactants [C:1]([O:5][C:6]([N:8]1[CH2:13][CH2:12][O:11][C@H:10]([CH2:14][OH:15])[CH2:9]1)=[O:7])([CH3:4])([CH3:3])[CH3:2].[K+].[Br-].C(=O)(O)[O-:19].[Na+].Cl[O-].[Na+].[Na+].[Cl-], predict the reaction product. The product is: [C:1]([O:5][C:6]([N:8]1[CH2:13][CH2:12][O:11][C@H:10]([C:14]([OH:19])=[O:15])[CH2:9]1)=[O:7])([CH3:4])([CH3:3])[CH3:2].